Dataset: Catalyst prediction with 721,799 reactions and 888 catalyst types from USPTO. Task: Predict which catalyst facilitates the given reaction. (1) Reactant: [O:1]=[C:2]1[C@H:11]2[CH2:12][N:13]([C:15]([O:17][C:18]([CH3:21])([CH3:20])[CH3:19])=[O:16])[CH2:14][C@@H:10]2[C:9]2[CH:8]=[CH:7][CH:6]=[C:5]([C:22]([F:25])([F:24])[F:23])[C:4]=2[NH:3]1.Cl. Product: [O:1]=[C:2]1[C@@H:11]2[CH2:12][N:13]([C:15]([O:17][C:18]([CH3:19])([CH3:20])[CH3:21])=[O:16])[CH2:14][C@H:10]2[C:9]2[CH:8]=[CH:7][CH:6]=[C:5]([C:22]([F:25])([F:23])[F:24])[C:4]=2[NH:3]1. The catalyst class is: 28. (2) Reactant: [NH2:1][C:2]1[CH:7]=[N:6][C:5]([Br:8])=[CH:4][N:3]=1.ClCCl.N1C=CC=CC=1.[CH3:18][C:19]([CH3:24])([CH3:23])[C:20](Cl)=[O:21]. Product: [Br:8][C:5]1[N:6]=[CH:7][C:2]([NH:1][C:20](=[O:21])[C:19]([CH3:24])([CH3:23])[CH3:18])=[N:3][CH:4]=1. The catalyst class is: 8.